Predict the product of the given reaction. From a dataset of Forward reaction prediction with 1.9M reactions from USPTO patents (1976-2016). (1) Given the reactants C([O:8][N:9]([CH:21]=[O:22])[CH2:10][C@@H:11]([CH2:15][CH:16]1[CH2:20][CH2:19][CH2:18][CH2:17]1)[C:12]([OH:14])=O)C1C=CC=CC=1.Cl.[NH2:24][C@@H:25]([C:47]1[CH:52]=[CH:51][CH:50]=[CH:49][CH:48]=1)[C:26]([N:28]1[CH2:33][CH2:32][CH:31]([NH:34][C:35](=[O:46])[C:36]2[CH:41]=[CH:40][C:39]([C:42]([F:45])([F:44])[F:43])=[CH:38][CH:37]=2)[CH2:30][CH2:29]1)=[O:27], predict the reaction product. The product is: [CH:16]1([CH2:15][C@H:11]([CH2:10][N:9]([CH:21]=[O:22])[OH:8])[C:12]([NH:24][C@@H:25]([C:47]2[CH:48]=[CH:49][CH:50]=[CH:51][CH:52]=2)[C:26]([N:28]2[CH2:29][CH2:30][CH:31]([NH:34][C:35](=[O:46])[C:36]3[CH:41]=[CH:40][C:39]([C:42]([F:43])([F:44])[F:45])=[CH:38][CH:37]=3)[CH2:32][CH2:33]2)=[O:27])=[O:14])[CH2:17][CH2:18][CH2:19][CH2:20]1. (2) Given the reactants Cl.Cl.[CH3:3][N:4]1[C:8]2[CH:9]=[CH:10][CH:11]=[CH:12][C:7]=2[N:6]=[C:5]1[NH:13][CH:14]1[CH2:19][CH2:18][NH:17][CH2:16][CH2:15]1.[Cl:20][C:21]1[CH:28]=[CH:27][C:24]([CH:25]=O)=[CH:23][C:22]=1[O:29][CH2:30][CH3:31], predict the reaction product. The product is: [Cl:20][C:21]1[CH:28]=[CH:27][C:24]([CH2:25][N:17]2[CH2:18][CH2:19][CH:14]([NH:13][C:5]3[N:4]([CH3:3])[C:8]4[CH:9]=[CH:10][CH:11]=[CH:12][C:7]=4[N:6]=3)[CH2:15][CH2:16]2)=[CH:23][C:22]=1[O:29][CH2:30][CH3:31]. (3) Given the reactants Cl[CH2:2][CH2:3][CH2:4][O:5][C:6]1[CH:14]=[C:13]2[C:9]([C:10]([C:16]3[N:24]([S:25]([C:28]4[CH:33]=[CH:32][C:31]([CH3:34])=[CH:30][CH:29]=4)(=[O:27])=[O:26])[C:19]4=[N:20][CH:21]=[CH:22][CH:23]=[C:18]4[CH:17]=3)=[CH:11][N:12]2[CH3:15])=[CH:8][C:7]=1[O:35][CH3:36].[I-:37].[Na+].C1CCCCC1.C(OCC)(=O)C, predict the reaction product. The product is: [I:37][CH2:2][CH2:3][CH2:4][O:5][C:6]1[CH:14]=[C:13]2[C:9]([C:10]([C:16]3[N:24]([S:25]([C:28]4[CH:33]=[CH:32][C:31]([CH3:34])=[CH:30][CH:29]=4)(=[O:27])=[O:26])[C:19]4=[N:20][CH:21]=[CH:22][CH:23]=[C:18]4[CH:17]=3)=[CH:11][N:12]2[CH3:15])=[CH:8][C:7]=1[O:35][CH3:36]. (4) Given the reactants [C:1]12([C:7]3[CH:12]=[CH:11][C:10]([N:13]4[CH2:17][C@H:16]([CH2:18][NH:19][C:20](=[O:22])[CH3:21])[O:15][C:14]4=[O:23])=[CH:9][CH:8]=3)[CH2:6][CH:5]1[CH2:4][NH:3][CH2:2]2.C(N(CC)CC)C.[C:31](Cl)(=[O:33])[CH3:32], predict the reaction product. The product is: [C:31]([N:3]1[CH2:4][CH:5]2[C:1]([C:7]3[CH:8]=[CH:9][C:10]([N:13]4[CH2:17][C@H:16]([CH2:18][NH:19][C:20](=[O:22])[CH3:21])[O:15][C:14]4=[O:23])=[CH:11][CH:12]=3)([CH2:6]2)[CH2:2]1)(=[O:33])[CH3:32]. (5) Given the reactants [CH2:1]([O:5][C:6]1[CH:11]=[CH:10][CH:9]=[C:8]([Cl:12])[C:7]=1[Cl:13])[C@H:2]1[O:4][CH2:3]1.[CH3:14][C:15]([NH2:26])([CH3:25])[CH2:16][C:17]1[CH:22]=[CH:21][C:20]([O:23][CH3:24])=[CH:19][CH:18]=1, predict the reaction product. The product is: [ClH:12].[OH:4][C@H:2]([CH2:1][O:5][C:6]1[CH:11]=[CH:10][CH:9]=[C:8]([Cl:12])[C:7]=1[Cl:13])[CH2:3][NH:26][C:15]([CH3:25])([CH3:14])[CH2:16][C:17]1[CH:22]=[CH:21][C:20]([O:23][CH3:24])=[CH:19][CH:18]=1. (6) Given the reactants [OH:1][C:2]1[CH:3]=[C:4]([CH:7]=[CH:8][C:9]=1[N+:10]([O-:12])=[O:11])[CH:5]=[O:6].[C:13](=O)([O-])[O-].[K+].[K+], predict the reaction product. The product is: [CH3:13][O:1][C:2]1[CH:3]=[C:4]([CH:7]=[CH:8][C:9]=1[N+:10]([O-:12])=[O:11])[CH:5]=[O:6]. (7) Given the reactants [NH2:1][C:2]([C:4]1[CH:16]=[CH:15][C:7]2[S:8][C:9]([C:11]([O:13]C)=[O:12])=[CH:10][C:6]=2[CH:5]=1)=[O:3].O.[OH-].[Li+].O, predict the reaction product. The product is: [NH2:1][C:2]([C:4]1[CH:16]=[CH:15][C:7]2[S:8][C:9]([C:11]([OH:13])=[O:12])=[CH:10][C:6]=2[CH:5]=1)=[O:3]. (8) Given the reactants [F:1][C:2]1[CH:3]=[C:4]([CH2:9][C:10]([NH:12][C@H:13]([C:15]([OH:17])=O)[CH3:14])=[O:11])[CH:5]=[C:6]([F:8])[CH:7]=1.[CH3:18][O:19][C:20](=[O:38])[C@H:21]([CH2:30][C:31]1[CH:36]=[CH:35][C:34]([OH:37])=[CH:33][CH:32]=1)[NH:22]C(OC(C)(C)C)=O.[CH3:39][N:40]([CH3:45])[CH2:41][CH2:42][CH2:43]O, predict the reaction product. The product is: [CH3:18][O:19][C:20](=[O:38])[C@H:21]([CH2:30][C:31]1[CH:32]=[CH:33][C:34]([O:37][CH2:43][CH2:42][CH2:41][N:40]([CH3:45])[CH3:39])=[CH:35][CH:36]=1)[NH:22][C:15](=[O:17])[C@H:13]([CH3:14])[NH:12][C:10](=[O:11])[CH2:9][C:4]1[CH:5]=[C:6]([F:8])[CH:7]=[C:2]([F:1])[CH:3]=1. (9) The product is: [Br:1][C:2]1[CH:11]=[C:10]2[C:5]([CH:6]=[CH:7][C:8]([O:28][C@H:29]3[CH2:34][CH2:33][C@@H:32]([C:35]([F:38])([F:37])[F:36])[CH2:31][CH2:30]3)=[C:9]2[C:12]([F:13])([F:14])[F:15])=[CH:4][CH:3]=1. Given the reactants [Br:1][C:2]1[CH:11]=[C:10]2[C:5]([CH:6]=[CH:7][C:8](O[C@H]3CC[C@@H](C)CC3)=[C:9]2[C:12]([F:15])([F:14])[F:13])=[CH:4][CH:3]=1.CS([O:28][C@H:29]1[CH2:34][CH2:33][C@H:32]([C:35]([F:38])([F:37])[F:36])[CH2:31][CH2:30]1)(=O)=O.BrC1C=C2C(C=CC(O)=C2)=CC=1, predict the reaction product.